This data is from Forward reaction prediction with 1.9M reactions from USPTO patents (1976-2016). The task is: Predict the product of the given reaction. (1) Given the reactants [CH3:1][O:2][CH2:3][C@H:4]1[CH2:8][CH2:7][CH2:6][N:5]1[CH2:9][C:10]1[CH:11]=[C:12]([CH:17]=[C:18]([CH3:20])[CH:19]=1)[C:13]([O:15]C)=[O:14].O.[OH-].[Li+], predict the reaction product. The product is: [CH3:1][O:2][CH2:3][C@H:4]1[CH2:8][CH2:7][CH2:6][N:5]1[CH2:9][C:10]1[CH:11]=[C:12]([CH:17]=[C:18]([CH3:20])[CH:19]=1)[C:13]([OH:15])=[O:14]. (2) Given the reactants [OH:1][CH2:2][C:3]1[CH:8]=[CH:7][C:6]([C@@H:9]([NH:11][C:12]2[N:17]=[C:16]([N:18]3[C@@H:22]([CH:23]([CH3:25])[CH3:24])[CH2:21][O:20][C:19]3=[O:26])[CH:15]=[CH:14][N:13]=2)[CH3:10])=[CH:5][CH:4]=1, predict the reaction product. The product is: [CH:23]([C@H:22]1[CH2:21][O:20][C:19](=[O:26])[N:18]1[C:16]1[CH:15]=[CH:14][N:13]=[C:12]([NH:11][C@H:9]([C:6]2[CH:5]=[CH:4][C:3]([CH:2]=[O:1])=[CH:8][CH:7]=2)[CH3:10])[N:17]=1)([CH3:24])[CH3:25]. (3) The product is: [CH3:1][O:2][CH:3]([O:32][CH3:33])[CH2:4][N:5]([CH:6]([C:10]1[N:11]([CH2:21][C:22]2[C:31]3[C:26](=[CH:27][CH:28]=[CH:29][CH:30]=3)[CH:25]=[CH:24][CH:23]=2)[C:12](=[O:20])[C:13]2[CH:19]=[CH:18][N:17]=[CH:16][C:14]=2[N:15]=1)[CH:7]([CH3:9])[CH3:8])[C:34](=[O:41])[C:35]1[CH:40]=[CH:39][CH:38]=[CH:37][CH:36]=1. Given the reactants [CH3:1][O:2][CH:3]([O:32][CH3:33])[CH2:4][NH:5][CH:6]([C:10]1[N:11]([CH2:21][C:22]2[C:31]3[C:26](=[CH:27][CH:28]=[CH:29][CH:30]=3)[CH:25]=[CH:24][CH:23]=2)[C:12](=[O:20])[C:13]2[CH:19]=[CH:18][N:17]=[CH:16][C:14]=2[N:15]=1)[CH:7]([CH3:9])[CH3:8].[C:34](Cl)(=[O:41])[C:35]1[CH:40]=[CH:39][CH:38]=[CH:37][CH:36]=1.C(N(CC)CC)C, predict the reaction product. (4) The product is: [OH:3][CH:4]([C:6]1[CH:11]=[CH:10][C:9]([S:12]([NH2:15])(=[O:14])=[O:13])=[CH:8][CH:7]=1)[CH2:5][NH:2][CH3:1]. Given the reactants [CH3:1][NH2:2].[O:3]1[CH2:5][CH:4]1[C:6]1[CH:11]=[CH:10][C:9]([S:12]([NH2:15])(=[O:14])=[O:13])=[CH:8][CH:7]=1, predict the reaction product. (5) The product is: [CH3:34][C:29]1[C:26]2[N:21]=[C:16]([C:15]3[CH:14]=[N:13][C:12]([O:11][CH2:10][CH2:9][CH2:8][CH:5]4[CH2:4][CH2:3][N:2]([CH3:1])[CH2:7][CH2:6]4)=[CH:19][CH:18]=3)[NH:17][C:25]=2[CH:24]=[CH:27][CH:28]=1. Given the reactants [CH3:1][N:2]1[CH2:7][CH2:6][CH:5]([CH2:8][CH2:9][CH2:10][O:11][C:12]2[CH:19]=[CH:18][C:15]([C:16]#[N:17])=[CH:14][N:13]=2)[CH2:4][CH2:3]1.C[N:21]1[CH2:26][CH2:25][CH:24]([CH2:27][CH2:28][CH2:29]O)CC1.[H-].[Na+].Cl[C:34]1C=CC(C#N)=CN=1, predict the reaction product. (6) Given the reactants [CH2:1]([O:8][C:9]1[C:10]([O:24][CH3:25])=[CH:11][C:12]([C:18]2[N:22]=[C:21]([CH3:23])[O:20][N:19]=2)=[C:13]([CH:17]=1)[C:14](O)=[O:15])[C:2]1[CH:7]=[CH:6][CH:5]=[CH:4][CH:3]=1.S(Cl)([Cl:28])=O, predict the reaction product. The product is: [CH2:1]([O:8][C:9]1[C:10]([O:24][CH3:25])=[CH:11][C:12]([C:18]2[N:22]=[C:21]([CH3:23])[O:20][N:19]=2)=[C:13]([CH:17]=1)[C:14]([Cl:28])=[O:15])[C:2]1[CH:7]=[CH:6][CH:5]=[CH:4][CH:3]=1. (7) The product is: [O:36]1[C:14]2[CH:19]=[CH:18][CH:17]=[CH:16][C:15]=2[N:20]=[C:21]1[CH2:22][C:23]1[NH:24][C:25](=[O:35])[CH:26]=[C:27]([N:29]2[CH2:30][CH2:31][O:32][CH2:33][CH2:34]2)[N:28]=1. Given the reactants O.CC1C=CC(S(O)(=O)=O)=CC=1.O[C:14]1[CH:19]=[CH:18][CH:17]=[CH:16][C:15]=1[NH:20][C:21](=[O:36])[CH2:22][C:23]1[NH:24][C:25](=[O:35])[CH:26]=[C:27]([N:29]2[CH2:34][CH2:33][O:32][CH2:31][CH2:30]2)[N:28]=1, predict the reaction product.